This data is from Full USPTO retrosynthesis dataset with 1.9M reactions from patents (1976-2016). The task is: Predict the reactants needed to synthesize the given product. (1) Given the product [OH:18][C@H:15]1[CH2:16][CH2:17][C@H:12]([NH:11][S:8]([C:5]2[CH:6]=[CH:7][C:2]([B:21]3[O:25][C:24]([CH3:27])([CH3:26])[C:23]([CH3:29])([CH3:28])[O:22]3)=[CH:3][C:4]=2[O:19][CH3:20])(=[O:10])=[O:9])[CH2:13][CH2:14]1, predict the reactants needed to synthesize it. The reactants are: Br[C:2]1[CH:7]=[CH:6][C:5]([S:8]([NH:11][C@H:12]2[CH2:17][CH2:16][C@H:15]([OH:18])[CH2:14][CH2:13]2)(=[O:10])=[O:9])=[C:4]([O:19][CH3:20])[CH:3]=1.[B:21]1([B:21]2[O:25][C:24]([CH3:27])([CH3:26])[C:23]([CH3:29])([CH3:28])[O:22]2)[O:25][C:24]([CH3:27])([CH3:26])[C:23]([CH3:29])([CH3:28])[O:22]1.C([O-])(=O)C.[K+]. (2) Given the product [CH3:1][O:2][CH:3]1[CH2:8][CH2:7][CH:6]([CH2:9][CH:10]2[CH2:14][C:13](=[O:15])[CH:12]([C:16]3[C:21]([CH3:22])=[CH:20][C:19]([CH3:23])=[CH:18][C:17]=3[CH3:24])[C:11]2=[O:25])[CH2:5][CH2:4]1, predict the reactants needed to synthesize it. The reactants are: [CH3:1][O:2][CH:3]1[CH2:8][CH2:7][CH:6](/[CH:9]=[C:10]2/[C:11](=[O:25])[CH:12]([C:16]3[C:21]([CH3:22])=[CH:20][C:19]([CH3:23])=[CH:18][C:17]=3[CH3:24])[C:13](=[O:15])[CH2:14]/2)[CH2:5][CH2:4]1. (3) Given the product [C:29]([C:28]1[CH:13]([C:5]2[CH:6]=[CH:7][CH:8]=[C:9]3[C:4]=2[O:3][C:2]([CH3:1])=[CH:11][C:10]3=[O:12])[C:17]([C:18]([O:20][CH:21]2[CH2:24][CH2:23][CH2:22]2)=[O:19])=[C:16]([CH3:25])[NH:26][C:27]=1[CH3:31])#[N:30], predict the reactants needed to synthesize it. The reactants are: [CH3:1][C:2]1[O:3][C:4]2[C:9]([C:10](=[O:12])[CH:11]=1)=[CH:8][CH:7]=[CH:6][C:5]=2[CH:13]=O.O=[C:16]([CH3:25])[CH2:17][C:18]([O:20][CH:21]1[CH2:24][CH2:23][CH2:22]1)=[O:19].[NH2:26]/[C:27](/[CH3:31])=[CH:28]\[C:29]#[N:30].C(O)(=O)C. (4) Given the product [Cl:8][C:5]1[CH:6]=[CH:7][C:2]([I:30])=[C:3]([C:9]([C:11]2[C:16]([F:17])=[CH:15][CH:14]=[CH:13][C:12]=2[F:18])=[O:10])[CH:4]=1, predict the reactants needed to synthesize it. The reactants are: N[C:2]1[CH:7]=[CH:6][C:5]([Cl:8])=[CH:4][C:3]=1[C:9]([C:11]1[C:16]([F:17])=[CH:15][CH:14]=[CH:13][C:12]=1[F:18])=[O:10].N([O-])=O.[Na+].C(OC(C)C)(=O)C.[I-:30].[K+]. (5) The reactants are: C([O:8][C:9]1[C:14]([F:15])=[CH:13][C:12]([F:16])=[CH:11][C:10]=1[CH2:17][CH:18]=[CH:19][C:20]1[CH:72]=[C:23]2[N:24]=[C:25]([CH3:71])[C:26]([C@H:60]([O:66][C:67]([CH3:70])([CH3:69])[CH3:68])[C:61]([O:63][CH2:64][CH3:65])=[O:62])=[C:27]([N:28]3[CH2:33][CH2:32][C:31]([O:35][CH2:36][CH2:37][CH2:38][CH2:39][C@H:40]([O:42][Si:43]([C:56]([CH3:59])([CH3:58])[CH3:57])([C:50]4[CH:55]=[CH:54][CH:53]=[CH:52][CH:51]=4)[C:44]4[CH:49]=[CH:48][CH:47]=[CH:46][CH:45]=4)[CH3:41])([CH3:34])[CH2:30][CH2:29]3)[N:22]2[N:21]=1)C1C=CC=CC=1.[H][H]. Given the product [C:67]([O:66][C@@H:60]([C:26]1[C:25]([CH3:71])=[N:24][C:23]2[N:22]([N:21]=[C:20]([CH2:19][CH2:18][CH2:17][C:10]3[CH:11]=[C:12]([F:16])[CH:13]=[C:14]([F:15])[C:9]=3[OH:8])[CH:72]=2)[C:27]=1[N:28]1[CH2:29][CH2:30][C:31]([O:35][CH2:36][CH2:37][CH2:38][CH2:39][C@H:40]([O:42][Si:43]([C:56]([CH3:59])([CH3:57])[CH3:58])([C:44]2[CH:49]=[CH:48][CH:47]=[CH:46][CH:45]=2)[C:50]2[CH:51]=[CH:52][CH:53]=[CH:54][CH:55]=2)[CH3:41])([CH3:34])[CH2:32][CH2:33]1)[C:61]([O:63][CH2:64][CH3:65])=[O:62])([CH3:68])([CH3:69])[CH3:70], predict the reactants needed to synthesize it.